From a dataset of Full USPTO retrosynthesis dataset with 1.9M reactions from patents (1976-2016). Predict the reactants needed to synthesize the given product. (1) Given the product [CH3:9][O:10][C:11]1[CH:12]=[CH:13][C:14]([C:17]2[N:18]=[C:19]([C:32]([N:34]3[CH2:39][CH2:38][CH2:37][CH2:36][CH2:35]3)=[O:33])[O:20][C:21]=2[C:22]2[CH:31]=[CH:30][C:25]([O:26][CH2:27][CH2:28][NH:29][C:6]([NH2:5])=[O:7])=[CH:24][CH:23]=2)=[CH:15][CH:16]=1, predict the reactants needed to synthesize it. The reactants are: C[Si]([N:5]=[C:6]=[O:7])(C)C.Cl.[CH3:9][O:10][C:11]1[CH:16]=[CH:15][C:14]([C:17]2[N:18]=[C:19]([C:32]([N:34]3[CH2:39][CH2:38][CH2:37][CH2:36][CH2:35]3)=[O:33])[O:20][C:21]=2[C:22]2[CH:31]=[CH:30][C:25]([O:26][CH2:27][CH2:28][NH2:29])=[CH:24][CH:23]=2)=[CH:13][CH:12]=1. (2) Given the product [C:1]([C:3]1[CH:4]=[CH:5][C:6]([CH:9]2[C:14]([C:15]([OH:17])=[O:16])=[C:13]([CH3:20])[N:12]([C:21]3[CH:26]=[CH:25][CH:24]=[C:23]([C:27]([F:29])([F:30])[F:28])[CH:22]=3)[C:11](=[O:31])[NH:10]2)=[CH:7][CH:8]=1)#[N:2], predict the reactants needed to synthesize it. The reactants are: [C:1]([C:3]1[CH:8]=[CH:7][C:6]([CH:9]2[C:14]([C:15]([O:17]CC)=[O:16])=[C:13]([CH3:20])[N:12]([C:21]3[CH:26]=[CH:25][CH:24]=[C:23]([C:27]([F:30])([F:29])[F:28])[CH:22]=3)[C:11](=[O:31])[NH:10]2)=[CH:5][CH:4]=1)#[N:2]. (3) Given the product [CH:1]([C:4]1[C:13]([NH:14][S:21]([C:15]2[CH:20]=[CH:19][CH:18]=[CH:17][CH:16]=2)(=[O:23])=[O:22])=[C:12]2[C:7]([CH:8]=[CH:9][CH:10]=[N:11]2)=[CH:6][CH:5]=1)([CH3:3])[CH3:2], predict the reactants needed to synthesize it. The reactants are: [CH:1]([C:4]1[C:13]([NH2:14])=[C:12]2[C:7]([CH:8]=[CH:9][CH:10]=[N:11]2)=[CH:6][CH:5]=1)([CH3:3])[CH3:2].[C:15]1([S:21](Cl)(=[O:23])=[O:22])[CH:20]=[CH:19][CH:18]=[CH:17][CH:16]=1. (4) The reactants are: [CH2:1]([NH:4][C:5]1[C:14]2[C:9](=[CH:10][CH:11]=[C:12]([N+:15]([O-:17])=[O:16])[CH:13]=2)[N:8]=[C:7](Cl)[N:6]=1)[CH:2]=[CH2:3].[CH2:19]([NH2:22])[CH:20]=[CH2:21]. Given the product [CH2:19]([NH:22][C:7]1[N:6]=[C:5]([NH:4][CH2:1][CH:2]=[CH2:3])[C:14]2[C:9](=[CH:10][CH:11]=[C:12]([N+:15]([O-:17])=[O:16])[CH:13]=2)[N:8]=1)[CH:20]=[CH2:21], predict the reactants needed to synthesize it. (5) Given the product [CH:16]1[C:17]2[N:18]([C:20]3[CH:28]=[C:27]([CH2:30][OH:31])[C:26]([O:33][CH2:34][CH:35]([CH2:40][CH3:41])[CH2:36][CH2:37][CH2:38][CH3:39])=[CH:25][C:21]=3[CH2:22][OH:23])[C:19]3[C:11](=[CH:10][CH:9]=[CH:8][CH:7]=3)[C:12]=2[CH:13]=[CH:14][CH:15]=1, predict the reactants needed to synthesize it. The reactants are: [H-].[H-].[H-].[H-].[Li+].[Al+3].[CH:7]1[C:19]2[N:18]([C:20]3[C:28](C)=[C:27]([C:30]([O-])=[O:31])[C:26]([O:33][CH2:34][CH:35]([CH2:40][CH3:41])[CH2:36][CH2:37][CH2:38][CH3:39])=[C:25](C)[C:21]=3[C:22]([O-])=[O:23])[C:17]3[C:12](=[CH:13][CH:14]=[CH:15][CH:16]=3)[C:11]=2[CH:10]=[CH:9][CH:8]=1.O.[OH-].[Na+]. (6) Given the product [Cl:1][C:2]1[CH:6]=[C:5]([C:7]2[N:8]([CH3:12])[N:9]=[C:10]([F:39])[N:11]=2)[S:4][C:3]=1[C:13]1[N:17]2[N:18]=[C:19]([CH3:27])[CH:20]=[C:21]([CH:22]([CH2:23][CH3:24])[CH2:25][CH3:26])[C:16]2=[N:15][C:14]=1[CH3:28], predict the reactants needed to synthesize it. The reactants are: [Cl:1][C:2]1[CH:6]=[C:5]([C:7]2[N:8]([CH3:12])[N:9]=[CH:10][N:11]=2)[S:4][C:3]=1[C:13]1[N:17]2[N:18]=[C:19]([CH3:27])[CH:20]=[C:21]([CH:22]([CH2:25][CH3:26])[CH2:23][CH3:24])[C:16]2=[N:15][C:14]=1[CH3:28].C1COCC1.[Li]C(C)(C)C.[F:39]NS(C1C=CC=CC=1)(=O)=O. (7) The reactants are: [CH3:1][C:2]([CH3:36])([CH2:5][C@@:6]1([C:30]2[CH:35]=[CH:34][CH:33]=[CH:32][CH:31]=2)[O:11][C:10](=[O:12])[N:9]([C@H:13]([C:15]2[CH:20]=[CH:19][C:18](B3OC(C)(C)C(C)(C)O3)=[CH:17][CH:16]=2)[CH3:14])[CH2:8][CH2:7]1)[C:3]#[N:4].Cl[C:38]1[N:39]=[N:40][C:41]([CH3:44])=[CH:42][CH:43]=1. Given the product [CH3:36][C:2]([CH3:1])([CH2:5][C@@:6]1([C:30]2[CH:35]=[CH:34][CH:33]=[CH:32][CH:31]=2)[O:11][C:10](=[O:12])[N:9]([C@H:13]([C:15]2[CH:20]=[CH:19][C:18]([C:38]3[N:39]=[N:40][C:41]([CH3:44])=[CH:42][CH:43]=3)=[CH:17][CH:16]=2)[CH3:14])[CH2:8][CH2:7]1)[C:3]#[N:4], predict the reactants needed to synthesize it.